Dataset: Full USPTO retrosynthesis dataset with 1.9M reactions from patents (1976-2016). Task: Predict the reactants needed to synthesize the given product. Given the product [Br:17][C:10]1[CH:9]=[C:8]([C:4]2[CH:5]=[CH:6][CH:7]=[C:2]([Cl:1])[CH:3]=2)[C:13]([O:14][CH3:15])=[N:12][CH:11]=1, predict the reactants needed to synthesize it. The reactants are: [Cl:1][C:2]1[CH:3]=[C:4]([C:8]2[CH:9]=[C:10](N)[CH:11]=[N:12][C:13]=2[O:14][CH3:15])[CH:5]=[CH:6][CH:7]=1.[Br:17]C1C=C(N)C=NC=1OC.C(=O)(O)[O-].[Na+].